Dataset: Peptide-MHC class I binding affinity with 185,985 pairs from IEDB/IMGT. Task: Regression. Given a peptide amino acid sequence and an MHC pseudo amino acid sequence, predict their binding affinity value. This is MHC class I binding data. The peptide sequence is EMIWDPNGW. The MHC is HLA-B44:02 with pseudo-sequence HLA-B44:02. The binding affinity (normalized) is 0.0847.